This data is from Forward reaction prediction with 1.9M reactions from USPTO patents (1976-2016). The task is: Predict the product of the given reaction. (1) Given the reactants C(N(CCC)[C:5]1[CH:10]=[CH:9][C:8]([NH:11][C:12](=[O:27])[C:13]2[CH:18]=[CH:17][C:16]([CH2:19][NH:20][CH2:21][C:22]3[NH:23][CH:24]=[CH:25][N:26]=3)=[CH:15][CH:14]=2)=[CH:7][CH:6]=1)CC.[CH3:31][C:32]1[N:37]=[C:36]([CH:38]=O)[CH:35]=[CH:34][CH:33]=1.[C:40]([BH3-])#[N:41].[Na+].[OH-].[Na+], predict the reaction product. The product is: [CH2:6]([N:41]([CH2:40][C:5]1[CH:6]=[CH:7][C:8]([NH:11][C:12](=[O:27])[C:13]2[CH:14]=[CH:15][C:16]([CH2:19][N:20]([CH2:21][C:22]3[NH:26][CH:25]=[CH:24][N:23]=3)[CH2:38][C:36]3[CH:35]=[CH:34][CH:33]=[C:32]([CH3:31])[N:37]=3)=[CH:17][CH:18]=2)=[CH:9][CH:10]=1)[CH2:7][CH2:8][CH3:9])[CH2:5][CH3:10]. (2) Given the reactants [Cl:1][C:2]1[CH:7]=[C:6]([C:8]2[CH:13]=[CH:12][C:11]([Cl:14])=[CH:10][CH:9]=2)[CH:5]=[CH:4][C:3]=1[CH2:15][CH:16]=[O:17].CC1(C)N([O])C(C)(C)CCC1.[O-:29]Cl=O.[Na+].[O-]Cl.[Na+], predict the reaction product. The product is: [Cl:1][C:2]1[CH:7]=[C:6]([C:8]2[CH:13]=[CH:12][C:11]([Cl:14])=[CH:10][CH:9]=2)[CH:5]=[CH:4][C:3]=1[CH2:15][C:16]([OH:29])=[O:17].